This data is from Reaction yield outcomes from USPTO patents with 853,638 reactions. The task is: Predict the reaction yield, written as a fraction of the theoretical maximum amount of product (1.0 means a 100% yield; for example, 0.34 means a 34% yield). (1) The reactants are [CH3:1][C:2]1[N:6]([C:7]2[CH:15]=[CH:14][C:10]([C:11](O)=[O:12])=[CH:9][C:8]=2[C:16]([F:19])([F:18])[F:17])[C:5]2[CH2:20][CH2:21][CH2:22][CH2:23][C:4]=2[N:3]=1.C(N(C(C)C)CC)(C)C.[Cl:33][C:34]1[CH:45]=[CH:44][C:37]2[NH:38][C:39]([C@@H:41]([NH2:43])[CH3:42])=[N:40][C:36]=2[CH:35]=1.ClCl. The catalyst is CN(C)C=O. The product is [Cl:33][C:34]1[CH:45]=[CH:44][C:37]2[NH:38][C:39]([C@@H:41]([NH:43][C:11](=[O:12])[C:10]3[CH:14]=[CH:15][C:7]([N:6]4[C:5]5[CH2:20][CH2:21][CH2:22][CH2:23][C:4]=5[N:3]=[C:2]4[CH3:1])=[C:8]([C:16]([F:18])([F:19])[F:17])[CH:9]=3)[CH3:42])=[N:40][C:36]=2[CH:35]=1. The yield is 0.450. (2) The reactants are Cl[C:2]1[N:3]=[C:4]([NH:17][CH:18]([CH3:20])[CH3:19])[C:5]2[CH2:10][CH2:9][CH:8]([C:11]3[CH:16]=[CH:15][CH:14]=[CH:13][CH:12]=3)[C:6]=2[N:7]=1.[Cl:21][C:22]1[N:23]=[CH:24][N:25]([C:27]2[CH:33]=[CH:32][C:30]([NH2:31])=[CH:29][C:28]=2[O:34][CH3:35])[CH:26]=1.OS(O)(=O)=O.CCOC(C)=O. The catalyst is CN(C=O)C. The product is [Cl:21][C:22]1[N:23]=[CH:24][N:25]([C:27]2[CH:33]=[CH:32][C:30]([NH:31][C:2]3[N:3]=[C:4]([NH:17][CH:18]([CH3:20])[CH3:19])[C:5]4[CH2:10][CH2:9][CH:8]([C:11]5[CH:16]=[CH:15][CH:14]=[CH:13][CH:12]=5)[C:6]=4[N:7]=3)=[CH:29][C:28]=2[O:34][CH3:35])[CH:26]=1. The yield is 0.472. (3) The reactants are [OH:1][CH:2]([C:23]1[CH:28]=[CH:27][C:26]([O:29][CH2:30][CH2:31]N2CCCCC2)=[CH:25][CH:24]=1)[C:3]1[C:12]([C:13]2[CH:18]=[C:17]([F:19])[CH:16]=[C:15]([F:20])[C:14]=2F)=[CH:11][CH:10]=[C:9]2[C:4]=1[CH:5]=[CH:6][C:7]([OH:22])=[CH:8]2.C[C:39]([O-])([CH3:41])[CH3:40].[K+].[Cl-].[NH4+:45].[CH2:46]1COC[CH2:47]1. No catalyst specified. The product is [F:20][C:15]1[CH:16]=[C:17]([F:19])[CH:18]=[C:13]2[C:14]=1[O:1][CH:2]([C:23]1[CH:24]=[CH:25][C:26]([O:29][CH2:30][CH2:31][N:45]3[CH2:41][CH2:39][CH2:40][CH2:47][CH2:46]3)=[CH:27][CH:28]=1)[C:3]1[C:12]2=[CH:11][CH:10]=[C:9]2[C:4]=1[CH:5]=[CH:6][C:7]([OH:22])=[CH:8]2. The yield is 0.900. (4) The reactants are [Br:1][C:2]1[CH:25]=[CH:24][C:5]([CH2:6][NH:7][C:8]2[C:9]([NH2:23])=[CH:10][CH:11]=[C:12]([O:14][CH2:15][C:16]3[CH:21]=[CH:20][C:19]([CH3:22])=[CH:18][N:17]=3)[CH:13]=2)=[CH:4][CH:3]=1.[C@@H:26]12[C:35](=O)[O:34][C:32](=[O:33])[C@@H:27]1[CH2:28][CH2:29][CH2:30][CH2:31]2.CCN(C(C)C)C(C)C.Cl.[OH-].[Na+]. The catalyst is C(#N)C.C1(=O)[C@@H]2[C@@H](CCCC2)C(=O)O1. The product is [Br:1][C:2]1[CH:25]=[CH:24][C:5]([CH2:6][N:7]2[C:8]3[CH:13]=[C:12]([O:14][CH2:15][C:16]4[CH:21]=[CH:20][C:19]([CH3:22])=[CH:18][N:17]=4)[CH:11]=[CH:10][C:9]=3[N:23]=[C:35]2[C@@H:26]2[CH2:31][CH2:30][CH2:29][CH2:28][C@@H:27]2[C:32]([OH:34])=[O:33])=[CH:4][CH:3]=1. The yield is 0.900. (5) The reactants are C(OC([N:11]1[CH2:15][CH:14]2[CH2:16][CH:17]([CH2:19][O:20][C:21]3[CH:30]=[C:29]4[C:24]([C:25]([O:31][C:32]5[CH:37]=[CH:36][C:35]([N+:38]([O-:40])=[O:39])=[CH:34][C:33]=5[F:41])=[CH:26][CH:27]=[N:28]4)=[CH:23][C:22]=3[O:42][CH3:43])[CH2:18][CH:13]2[CH2:12]1)=O)C1C=CC=CC=1.Br. The product is [F:41][C:33]1[CH:34]=[C:35]([N+:38]([O-:40])=[O:39])[CH:36]=[CH:37][C:32]=1[O:31][C:25]1[C:24]2[C:29](=[CH:30][C:21]([O:20][CH2:19][CH:17]3[CH2:18][CH:13]4[CH2:12][NH:11][CH2:15][CH:14]4[CH2:16]3)=[C:22]([O:42][CH3:43])[CH:23]=2)[N:28]=[CH:27][CH:26]=1. The yield is 0.950. The catalyst is C(O)(=O)C.CCOC(C)=O. (6) The reactants are [H-].[Na+].[CH2:3]([OH:21])[CH2:4][O:5][CH2:6][CH2:7][O:8][CH2:9][CH2:10][O:11][CH2:12][CH2:13][O:14][CH2:15][CH2:16][O:17][CH2:18][CH2:19][OH:20].[CH2:22](Br)[C:23]#[CH:24].C1(C)C=CC=CC=1. The catalyst is C1COCC1. The product is [CH2:19]([OH:20])[CH2:18][O:17][CH2:16][CH2:15][O:14][CH2:13][CH2:12][O:11][CH2:10][CH2:9][O:8][CH2:7][CH2:6][O:5][CH2:4][CH2:3][O:21][CH2:24][C:23]#[CH:22]. The yield is 0.540. (7) The reactants are FC(F)(F)S(O[C:7]1[CH:12]=[CH:11][C:10]([N:13]2[CH:18]=[C:17]([O:19][CH3:20])[C:16](=[O:21])[C:15]([C:22]3[N:26]([C:27]4[CH:32]=[CH:31][CH:30]=[CH:29][CH:28]=4)[N:25]=[CH:24][CH:23]=3)=[N:14]2)=[C:9]([F:33])[CH:8]=1)(=O)=O.[F:36][CH:37]([F:52])[N:38]1[CH:42]=[C:41](B2OC(C)(C)C(C)(C)O2)[CH:40]=[N:39]1.C([O-])([O-])=O.[Na+].[Na+].COCCOC. The catalyst is C1C=CC([P]([Pd]([P](C2C=CC=CC=2)(C2C=CC=CC=2)C2C=CC=CC=2)([P](C2C=CC=CC=2)(C2C=CC=CC=2)C2C=CC=CC=2)[P](C2C=CC=CC=2)(C2C=CC=CC=2)C2C=CC=CC=2)(C2C=CC=CC=2)C2C=CC=CC=2)=CC=1.O. The product is [F:36][CH:37]([F:52])[N:38]1[CH:42]=[C:41]([C:7]2[CH:12]=[CH:11][C:10]([N:13]3[CH:18]=[C:17]([O:19][CH3:20])[C:16](=[O:21])[C:15]([C:22]4[N:26]([C:27]5[CH:28]=[CH:29][CH:30]=[CH:31][CH:32]=5)[N:25]=[CH:24][CH:23]=4)=[N:14]3)=[C:9]([F:33])[CH:8]=2)[CH:40]=[N:39]1. The yield is 0.850. (8) The reactants are Br[C:2]1[CH:7]=[CH:6][C:5]([F:8])=[CH:4][N:3]=1.[OH:9][CH2:10][C:11]1[CH:18]=[CH:17][C:14]([C:15]#[N:16])=[CH:13][CH:12]=1.[H-].[Na+]. The catalyst is CN(C)C=O. The product is [F:8][C:5]1[CH:6]=[CH:7][C:2]([O:9][CH2:10][C:11]2[CH:18]=[CH:17][C:14]([C:15]#[N:16])=[CH:13][CH:12]=2)=[N:3][CH:4]=1. The yield is 0.850.